This data is from Full USPTO retrosynthesis dataset with 1.9M reactions from patents (1976-2016). The task is: Predict the reactants needed to synthesize the given product. (1) Given the product [CH3:34][CH:32]([CH3:33])[C:31]([NH:30][C:26]1[CH:27]=[CH:28][CH:29]=[C:24]([CH:21]2[CH2:20][CH2:19][N:18]([CH2:17][C:15]3[CH:14]=[CH:13][CH:12]=[C:11]4[C:16]=3[N:8]([C:2]3[CH:3]=[N:4][CH:5]=[CH:6][CH:7]=3)[CH:9]=[CH:10]4)[CH2:23][CH2:22]2)[CH:25]=1)=[O:35], predict the reactants needed to synthesize it. The reactants are: I[C:2]1[CH:3]=[N:4][CH:5]=[CH:6][CH:7]=1.[NH:8]1[C:16]2[C:11](=[CH:12][CH:13]=[CH:14][C:15]=2[CH2:17][N:18]2[CH2:23][CH2:22][CH:21]([C:24]3[CH:25]=[C:26]([NH:30][C:31](=[O:35])[CH:32]([CH3:34])[CH3:33])[CH:27]=[CH:28][CH:29]=3)[CH2:20][CH2:19]2)[CH:10]=[CH:9]1. (2) The reactants are: [I:1][C:2]1[N:3]=[C:4]([CH3:8])[NH:5][C:6]=1[CH3:7].[F:9][C:10]1[CH:15]=[C:14](F)[N:13]=[CH:12][N:11]=1. Given the product [F:9][C:10]1[CH:15]=[C:14]([N:5]2[C:6]([CH3:7])=[C:2]([I:1])[N:3]=[C:4]2[CH3:8])[N:13]=[CH:12][N:11]=1, predict the reactants needed to synthesize it. (3) Given the product [CH3:31][O:30][C:28]1[CH:27]=[CH:26][C:25]([O:32][CH2:33][O:34][CH3:35])=[C:24]([C:22]([C:19]2[CH:20]=[CH:21][C:16]([O:15][CH2:2][C:3]3[N:4]=[C:5]([C:9]4[CH:14]=[CH:13][CH:12]=[CH:11][CH:10]=4)[O:6][C:7]=3[CH3:8])=[CH:17][CH:18]=2)=[O:23])[CH:29]=1, predict the reactants needed to synthesize it. The reactants are: Cl[CH2:2][C:3]1[N:4]=[C:5]([C:9]2[CH:14]=[CH:13][CH:12]=[CH:11][CH:10]=2)[O:6][C:7]=1[CH3:8].[OH:15][C:16]1[CH:21]=[CH:20][C:19]([C:22]([C:24]2[CH:29]=[C:28]([O:30][CH3:31])[CH:27]=[CH:26][C:25]=2[O:32][CH2:33][O:34][CH3:35])=[O:23])=[CH:18][CH:17]=1.C(=O)([O-])[O-].[K+].[K+].CN(C)C=O. (4) Given the product [CH2:16]([O:19][C:20]1[C:29]([CH3:30])=[CH:28][C:23]([C:24]2[N:26]=[C:9]([C:8]3[CH:7]=[C:6]([CH3:15])[C:5]([O:4][CH:1]([CH3:2])[CH3:3])=[C:13]([CH3:14])[CH:12]=3)[O:11][N:25]=2)=[CH:22][C:21]=1[CH3:31])[CH:17]=[CH2:18], predict the reactants needed to synthesize it. The reactants are: [CH:1]([O:4][C:5]1[C:13]([CH3:14])=[CH:12][C:8]([C:9]([OH:11])=O)=[CH:7][C:6]=1[CH3:15])([CH3:3])[CH3:2].[CH2:16]([O:19][C:20]1[C:29]([CH3:30])=[CH:28][C:23]([C:24]([NH:26]O)=[NH:25])=[CH:22][C:21]=1[CH3:31])[CH:17]=[CH2:18].CCN(C(C)C)C(C)C.CN(C(ON1N=NC2C=CC=CC1=2)=[N+](C)C)C.[B-](F)(F)(F)F. (5) Given the product [F:27][C:24]1[CH:25]=[CH:26][C:21]([CH:8]([C:5]2[CH:4]=[CH:3][C:2]([F:1])=[CH:7][CH:6]=2)[CH2:9][CH2:10][NH:11][C:12](=[O:20])[C:13]2[CH:18]=[CH:17][C:16]([N:32]3[CH2:33][CH2:34][N:29]([CH3:28])[CH2:30][CH2:31]3)=[N:15][CH:14]=2)=[CH:22][CH:23]=1, predict the reactants needed to synthesize it. The reactants are: [F:1][C:2]1[CH:7]=[CH:6][C:5]([CH:8]([C:21]2[CH:26]=[CH:25][C:24]([F:27])=[CH:23][CH:22]=2)[CH2:9][CH2:10][NH:11][C:12](=[O:20])[C:13]2[CH:18]=[CH:17][C:16](F)=[N:15][CH:14]=2)=[CH:4][CH:3]=1.[CH3:28][N:29]1[CH2:34][CH2:33][NH:32][CH2:31][CH2:30]1. (6) Given the product [CH2:1]([O:8][C:9]([NH:11][C@@H:12]([C:24]([O:26][C:27]([CH3:30])([CH3:29])[CH3:28])=[O:25])[CH2:13][CH2:14][CH2:15][NH:16][C:17]([O:19][C:20]([CH3:21])([CH3:22])[CH3:23])=[O:18])=[O:10])[C:2]1[CH:3]=[CH:4][CH:5]=[CH:6][CH:7]=1, predict the reactants needed to synthesize it. The reactants are: [CH2:1]([O:8][C:9]([NH:11][C@@H:12]([C:24]([OH:26])=[O:25])[CH2:13][CH2:14][CH2:15][NH:16][C:17]([O:19][C:20]([CH3:23])([CH3:22])[CH3:21])=[O:18])=[O:10])[C:2]1[CH:7]=[CH:6][CH:5]=[CH:4][CH:3]=1.[C:27](OC(O[C:27]([CH3:30])([CH3:29])[CH3:28])N(C)C)([CH3:30])([CH3:29])[CH3:28].